Dataset: Forward reaction prediction with 1.9M reactions from USPTO patents (1976-2016). Task: Predict the product of the given reaction. (1) The product is: [CH2:16]([N:12]1[C:13]2[C:8](=[CH:7][N:6]=[C:5]([C:3]([NH:31][CH2:32][C:33]([CH3:38])([CH3:37])[C:34]([OH:36])=[O:35])=[O:4])[C:14]=2[OH:15])[CH:9]=[CH:10][C:11]1=[O:23])[C:17]1[CH:18]=[CH:19][CH:20]=[CH:21][CH:22]=1. Given the reactants CO[C:3]([C:5]1[C:14]([OH:15])=[C:13]2[C:8]([CH:9]=[CH:10][C:11](=[O:23])[N:12]2[CH2:16][C:17]2[CH:22]=[CH:21][CH:20]=[CH:19][CH:18]=2)=[CH:7][N:6]=1)=[O:4].OC(C(F)(F)F)=O.[NH2:31][CH2:32][C:33]([CH3:38])([CH3:37])[C:34]([OH:36])=[O:35].C[O-].[Na+], predict the reaction product. (2) Given the reactants [Br:1][C:2]1[C:7]([C:8]#[N:9])=[CH:6][C:5]([N:10]2[C:19]3[C:14](=[CH:15][C:16]([S:20](OC4C(F)=C(F)C(F)=C(F)C=4F)(=[O:22])=[O:21])=[CH:17][CH:18]=3)[CH:13]=[CH:12][C:11]2=[O:35])=[C:4]([O:36][CH3:37])[CH:3]=1.[O:38]1[CH:42]=[CH:41][C:40]([NH2:43])=[N:39]1.C1COCC1.C[Si]([N-][Si](C)(C)C)(C)C.[Li+], predict the reaction product. The product is: [Br:1][C:2]1[C:7]([C:8]#[N:9])=[CH:6][C:5]([N:10]2[C:19]3[C:14](=[CH:15][C:16]([S:20]([NH:43][C:40]4[CH:41]=[CH:42][O:38][N:39]=4)(=[O:21])=[O:22])=[CH:17][CH:18]=3)[CH:13]=[CH:12][C:11]2=[O:35])=[C:4]([O:36][CH3:37])[CH:3]=1. (3) Given the reactants [Cl:1][C:2]1[N:7]=[CH:6][C:5]2[C:8](=[O:30])[NH:9][N:10]([C:11]([C:24]3[CH:29]=[CH:28][CH:27]=[CH:26][CH:25]=3)([C:18]3[CH:23]=[CH:22][CH:21]=[CH:20][CH:19]=3)[C:12]3[CH:17]=[CH:16][CH:15]=[CH:14][CH:13]=3)[C:4]=2[CH:3]=1.Br[CH2:32][CH2:33][O:34][CH3:35].C(=O)([O-])[O-].[K+].[K+], predict the reaction product. The product is: [Cl:1][C:2]1[N:7]=[CH:6][C:5]2[C:8]([O:30][CH2:32][CH2:33][O:34][CH3:35])=[N:9][N:10]([C:11]([C:18]3[CH:23]=[CH:22][CH:21]=[CH:20][CH:19]=3)([C:12]3[CH:13]=[CH:14][CH:15]=[CH:16][CH:17]=3)[C:24]3[CH:25]=[CH:26][CH:27]=[CH:28][CH:29]=3)[C:4]=2[CH:3]=1. (4) Given the reactants [N+:1]([C:4]1[CH:13]=[C:12]2[C:7]([CH2:8][CH2:9][CH2:10][NH:11]2)=[CH:6][CH:5]=1)([O-])=O, predict the reaction product. The product is: [NH2:1][C:4]1[CH:13]=[C:12]2[C:7]([CH2:8][CH2:9][CH2:10][NH:11]2)=[CH:6][CH:5]=1. (5) Given the reactants [F:1][C:2]1[CH:28]=[C:27]([S:29]([CH3:32])(=[O:31])=[O:30])[CH:26]=[CH:25][C:3]=1[O:4][C@H:5]1[C@@H:9]([OH:10])[CH2:8][N:7]([CH:11]2[CH2:16][CH2:15][N:14](C(OC(C)(C)C)=O)[CH2:13][CH2:12]2)[C:6]1=[O:24].[ClH:33], predict the reaction product. The product is: [ClH:33].[F:1][C:2]1[CH:28]=[C:27]([S:29]([CH3:32])(=[O:31])=[O:30])[CH:26]=[CH:25][C:3]=1[O:4][C@H:5]1[C@@H:9]([OH:10])[CH2:8][N:7]([CH:11]2[CH2:12][CH2:13][NH:14][CH2:15][CH2:16]2)[C:6]1=[O:24]. (6) Given the reactants Br[CH2:2][CH:3]1[O:8][C:7]2[CH:9]=[CH:10][CH:11]=[CH:12][C:6]=2[O:5][CH2:4]1.[NH:13]1[CH2:18][CH2:17][CH2:16][CH:15]([C:19]([NH2:21])=[O:20])[CH2:14]1.C([O-])([O-])=O.[K+].[K+].O, predict the reaction product. The product is: [O:8]1[C:7]2[CH:9]=[CH:10][CH:11]=[CH:12][C:6]=2[O:5][CH2:4][CH:3]1[CH2:2][N:13]1[CH2:18][CH2:17][CH2:16][CH:15]([C:19]([NH2:21])=[O:20])[CH2:14]1.